This data is from Full USPTO retrosynthesis dataset with 1.9M reactions from patents (1976-2016). The task is: Predict the reactants needed to synthesize the given product. (1) Given the product [Cl:10][C:11]1[CH:16]=[CH:15][CH:14]=[CH:13][C:12]=1[C:17]1[C:25]2[C:20](=[N:21][C:22]([S:27][CH3:28])=[N:23][C:24]=2[NH:26][C:7]([C:2]2[CH:3]=[CH:4][CH:5]=[CH:6][N:1]=2)=[O:9])[NH:19][N:18]=1, predict the reactants needed to synthesize it. The reactants are: [N:1]1[CH:6]=[CH:5][CH:4]=[CH:3][C:2]=1[C:7]([OH:9])=O.[Cl:10][C:11]1[CH:16]=[CH:15][CH:14]=[CH:13][C:12]=1[C:17]1[C:25]2[C:20](=[N:21][C:22]([S:27][CH3:28])=[N:23][C:24]=2[NH2:26])[NH:19][N:18]=1.C(NC(C)C)(C)C. (2) The reactants are: Br[C:2]1[C:3]([CH:14]([F:16])[F:15])=[N:4][N:5]([CH:8]2[CH2:13][CH2:12][CH2:11][CH2:10][O:9]2)[C:6]=1[CH3:7].[O:17]1CCC[CH2:18]1.C([Li])CCC.CN(C)C=O. Given the product [F:15][CH:14]([F:16])[C:3]1[C:2]([CH:18]=[O:17])=[C:6]([CH3:7])[N:5]([CH:8]2[CH2:13][CH2:12][CH2:11][CH2:10][O:9]2)[N:4]=1, predict the reactants needed to synthesize it. (3) The reactants are: [C:1]([C:4]1[NH:8][C:7]2[C:9]([Cl:13])=[C:10]([Cl:12])[S:11][C:6]=2[CH:5]=1)([OH:3])=O.C1C=CC2N(O)N=NC=2C=1.CCN(C(C)C)C(C)C.[O:33]1[C:37]2[CH:38]=[CH:39][CH:40]=[CH:41][C:36]=2[C:35]([CH2:42][NH2:43])=[N:34]1.CCN=C=NCCCN(C)C. Given the product [O:33]1[C:37]2[CH:38]=[CH:39][CH:40]=[CH:41][C:36]=2[C:35]([CH2:42][NH:43][C:1]([C:4]2[NH:8][C:7]3[C:9]([Cl:13])=[C:10]([Cl:12])[S:11][C:6]=3[CH:5]=2)=[O:3])=[N:34]1, predict the reactants needed to synthesize it. (4) Given the product [Cl:36][C:30]1[C:31](=[O:35])[N:32]([CH3:34])[CH:33]=[C:28]([NH:27][CH:8]([C:5]2[CH:6]=[CH:7][C:2]([Cl:1])=[CH:3][CH:4]=2)[C:9]2[C:10]([C:21]([O:23][CH2:24][CH3:25])=[O:22])=[N:11][N:12]([CH:18]3[CH2:20][CH2:19]3)[C:13]=2[C:14]([F:17])([F:16])[F:15])[CH:29]=1, predict the reactants needed to synthesize it. The reactants are: [Cl:1][C:2]1[CH:7]=[CH:6][C:5]([CH:8](O)[C:9]2[C:10]([C:21]([O:23][CH2:24][CH3:25])=[O:22])=[N:11][N:12]([CH:18]3[CH2:20][CH2:19]3)[C:13]=2[C:14]([F:17])([F:16])[F:15])=[CH:4][CH:3]=1.[NH2:27][C:28]1[CH:29]=[C:30]([Cl:36])[C:31](=[O:35])[N:32]([CH3:34])[CH:33]=1. (5) Given the product [CH3:19][O:20][C:21](=[O:25])[CH2:22][CH2:23][NH:24][CH:2]1[CH2:7][CH2:6][N:5]([C:8]([O:10][CH2:11][C:12]2[CH:17]=[CH:16][CH:15]=[CH:14][CH:13]=2)=[O:9])[CH2:4][CH2:3]1, predict the reactants needed to synthesize it. The reactants are: O=[C:2]1[CH2:7][CH2:6][N:5]([C:8]([O:10][CH2:11][C:12]2[CH:17]=[CH:16][CH:15]=[CH:14][CH:13]=2)=[O:9])[CH2:4][CH2:3]1.Cl.[CH3:19][O:20][C:21](=[O:25])[CH2:22][CH2:23][NH2:24].C(O)(=O)C.C(O[BH-](OC(=O)C)OC(=O)C)(=O)C.[Na+].